From a dataset of Reaction yield outcomes from USPTO patents with 853,638 reactions. Predict the reaction yield, written as a fraction of the theoretical maximum amount of product (1.0 means a 100% yield; for example, 0.34 means a 34% yield). (1) The reactants are [CH3:1][C:2]([C:6]1[CH:10]=[C:9]([NH:11][C:12](=[O:25])[C:13]([CH3:24])([S:15]([CH:18]2[CH2:23][CH2:22][O:21][CH2:20][CH2:19]2)(=[O:17])=[O:16])[CH3:14])[O:8][N:7]=1)([CH3:5])[CH:3]=O.[CH3:26][O:27][C:28]1[CH:35]=[CH:34][C:31]([CH2:32][NH2:33])=[CH:30][CH:29]=1.C(O[BH-](OC(=O)C)OC(=O)C)(=O)C. The catalyst is C1COCC1. The product is [CH3:26][O:27][C:28]1[CH:35]=[CH:34][C:31]([CH2:32][NH:33][CH2:5][C:2]([C:6]2[CH:10]=[C:9]([NH:11][C:12](=[O:25])[C:13]([CH3:24])([S:15]([CH:18]3[CH2:19][CH2:20][O:21][CH2:22][CH2:23]3)(=[O:16])=[O:17])[CH3:14])[O:8][N:7]=2)([CH3:1])[CH3:3])=[CH:30][CH:29]=1. The yield is 0.830. (2) The reactants are [CH:1]1([CH2:7][C:8](=[O:14])[CH2:9][C:10](OC)=O)[CH2:6][CH2:5][CH2:4][CH2:3][CH2:2]1.[CH2:15](Cl)[C:16](=C)[CH3:17].C[O-].[Na+].[OH-].[Na+].S(=O)(=O)(O)O. The catalyst is CO.O.C1(C)C=CC=CC=1. The product is [CH:1]1([CH2:7][C:8](=[O:14])[CH2:9][CH2:10][C:16]([CH3:17])=[CH2:15])[CH2:6][CH2:5][CH2:4][CH2:3][CH2:2]1. The yield is 0.600. (3) The reactants are [Si]([O:8][CH2:9][C@@H:10]([N:14]([CH3:27])[C:15]([NH:17][CH2:18][C:19]1[CH:24]=[CH:23][CH:22]=[C:21]([F:25])[C:20]=1[Cl:26])=[O:16])[CH2:11][CH:12]=[CH2:13])(C(C)(C)C)(C)C.Cl. The catalyst is CO. The product is [Cl:26][C:20]1[C:21]([F:25])=[CH:22][CH:23]=[CH:24][C:19]=1[CH2:18][NH:17][C:15](=[O:16])[N:14]([C@@H:10]([CH2:11][CH:12]=[CH2:13])[CH2:9][OH:8])[CH3:27]. The yield is 0.770.